This data is from NCI-60 drug combinations with 297,098 pairs across 59 cell lines. The task is: Regression. Given two drug SMILES strings and cell line genomic features, predict the synergy score measuring deviation from expected non-interaction effect. (1) Drug 1: COC1=C(C=C2C(=C1)N=CN=C2NC3=CC(=C(C=C3)F)Cl)OCCCN4CCOCC4. Drug 2: CC12CCC3C(C1CCC2=O)CC(=C)C4=CC(=O)C=CC34C. Cell line: CCRF-CEM. Synergy scores: CSS=68.9, Synergy_ZIP=-1.45, Synergy_Bliss=-0.269, Synergy_Loewe=0.350, Synergy_HSA=0.0725. (2) Drug 1: CC1=C(N=C(N=C1N)C(CC(=O)N)NCC(C(=O)N)N)C(=O)NC(C(C2=CN=CN2)OC3C(C(C(C(O3)CO)O)O)OC4C(C(C(C(O4)CO)O)OC(=O)N)O)C(=O)NC(C)C(C(C)C(=O)NC(C(C)O)C(=O)NCCC5=NC(=CS5)C6=NC(=CS6)C(=O)NCCC[S+](C)C)O. Drug 2: CN(CCCl)CCCl.Cl. Cell line: RPMI-8226. Synergy scores: CSS=26.4, Synergy_ZIP=-2.25, Synergy_Bliss=-3.42, Synergy_Loewe=-4.47, Synergy_HSA=-2.22. (3) Drug 1: C1CN1P(=S)(N2CC2)N3CC3. Drug 2: CC1CCC2CC(C(=CC=CC=CC(CC(C(=O)C(C(C(=CC(C(=O)CC(OC(=O)C3CCCCN3C(=O)C(=O)C1(O2)O)C(C)CC4CCC(C(C4)OC)O)C)C)O)OC)C)C)C)OC. Cell line: HCT-15. Synergy scores: CSS=4.37, Synergy_ZIP=-4.09, Synergy_Bliss=-0.719, Synergy_Loewe=-17.5, Synergy_HSA=-2.96. (4) Drug 1: CC1=C(C=C(C=C1)NC(=O)C2=CC=C(C=C2)CN3CCN(CC3)C)NC4=NC=CC(=N4)C5=CN=CC=C5. Drug 2: C1=NNC2=C1C(=O)NC=N2. Cell line: MOLT-4. Synergy scores: CSS=-2.10, Synergy_ZIP=-0.909, Synergy_Bliss=-2.42, Synergy_Loewe=-4.97, Synergy_HSA=-4.05. (5) Drug 1: C1CCN(CC1)CCOC2=CC=C(C=C2)C(=O)C3=C(SC4=C3C=CC(=C4)O)C5=CC=C(C=C5)O. Drug 2: C1C(C(OC1N2C=C(C(=O)NC2=O)F)CO)O. Cell line: MALME-3M. Synergy scores: CSS=8.72, Synergy_ZIP=-4.30, Synergy_Bliss=0.413, Synergy_Loewe=-5.08, Synergy_HSA=-2.31.